Task: Predict which catalyst facilitates the given reaction.. Dataset: Catalyst prediction with 721,799 reactions and 888 catalyst types from USPTO (1) Product: [Cl:1][C:2]1[CH:27]=[C:26]([C:28]2[S:29][CH:30]=[C:31]([CH3:33])[CH:32]=2)[CH:25]=[CH:24][C:3]=1[O:4][CH2:5][CH2:6][N:7]1[C:11]([O:12][CH2:13][CH3:14])=[CH:10][C:9]([C:15]2[CH:16]=[C:17]([CH:21]=[CH:22][CH:23]=2)[C:18]([NH:45][CH2:36][N:37]2[CH2:42][CH2:41][O:40][CH2:39][CH2:38]2)=[O:20])=[N:8]1. Reactant: [Cl:1][C:2]1[CH:27]=[C:26]([C:28]2[S:29][CH:30]=[C:31]([CH3:33])[CH:32]=2)[CH:25]=[CH:24][C:3]=1[O:4][CH2:5][CH2:6][N:7]1[C:11]([O:12][CH2:13][CH3:14])=[CH:10][C:9]([C:15]2[CH:16]=[C:17]([CH:21]=[CH:22][CH:23]=2)[C:18]([OH:20])=O)=[N:8]1.NC[CH2:36][N:37]1[CH2:42][CH2:41][O:40][CH2:39][CH2:38]1.CC[N:45]=C=NCCCN(C)C.C1C=CC2N(O)N=NC=2C=1. The catalyst class is: 2. (2) Product: [ClH:19].[OH:1][C:2]1[C:9]([OH:10])=[CH:8][C:5]([C:6]#[N:7])=[C:4]([CH2:12][NH:13][CH2:14][CH2:15][OH:16])[C:3]=1[C:17]#[N:18]. Reactant: [OH:1][C:2]1[C:9]([O:10]C)=[CH:8][C:5]([C:6]#[N:7])=[C:4]([CH2:12][NH:13][CH2:14][CH2:15][OH:16])[C:3]=1[C:17]#[N:18].[Cl-:19].[Al+3].[Cl-].[Cl-].[I-].[Na+]. The catalyst class is: 10. (3) Reactant: [O:1]=[C:2]([N:8]1[CH2:13][CH2:12][CH:11]([C:14]2[CH:19]=[CH:18][CH:17]=[CH:16][C:15]=2[C:20]([F:23])([F:22])[F:21])[CH2:10][CH2:9]1)[CH2:3][C:4]([O:6]C)=[O:5].[OH-].[Na+].Cl. Product: [O:1]=[C:2]([N:8]1[CH2:13][CH2:12][CH:11]([C:14]2[CH:19]=[CH:18][CH:17]=[CH:16][C:15]=2[C:20]([F:23])([F:21])[F:22])[CH2:10][CH2:9]1)[CH2:3][C:4]([OH:6])=[O:5]. The catalyst class is: 200. (4) Reactant: [C:1]([C:3]1[CH:8]=[CH:7][C:6]([C:9](=[C:23]2[CH2:28][CH2:27][N:26]([CH2:29][C:30]3[CH:35]=[CH:34][CH:33]=[CH:32][CH:31]=3)[CH2:25][CH2:24]2)[C:10]2[CH:22]=[CH:21][C:13]([C:14]([N:16]([CH2:19][CH3:20])[CH2:17][CH3:18])=[O:15])=[CH:12][CH:11]=2)=[CH:5][CH:4]=1)#[N:2].[OH-:36].[K+]. Product: [CH2:19]([N:16]([CH2:17][CH3:18])[C:14]([C:13]1[CH:21]=[CH:22][C:10]([C:9](=[C:23]2[CH2:28][CH2:27][N:26]([CH2:29][C:30]3[CH:31]=[CH:32][CH:33]=[CH:34][CH:35]=3)[CH2:25][CH2:24]2)[C:6]2[CH:7]=[CH:8][C:3]([C:1]([NH2:2])=[O:36])=[CH:4][CH:5]=2)=[CH:11][CH:12]=1)=[O:15])[CH3:20]. The catalyst class is: 218. (5) The catalyst class is: 2. Product: [Cl:26][C:27]1[C:28]([OH:38])=[C:29]([S:34]([N:7]([CH2:8][C:9]2[CH:23]=[CH:22][C:12]([CH2:13][NH:14][C:15](=[O:21])[O:16][C:17]([CH3:19])([CH3:20])[CH3:18])=[CH:11][CH:10]=2)[CH2:6][C:5]2[CH:4]=[CH:3][C:2]([F:1])=[CH:25][CH:24]=2)(=[O:36])=[O:35])[CH:30]=[C:31]([Cl:33])[CH:32]=1. Reactant: [F:1][C:2]1[CH:25]=[CH:24][C:5]([CH2:6][NH:7][CH2:8][C:9]2[CH:23]=[CH:22][C:12]([CH2:13][NH:14][C:15](=[O:21])[O:16][C:17]([CH3:20])([CH3:19])[CH3:18])=[CH:11][CH:10]=2)=[CH:4][CH:3]=1.[Cl:26][C:27]1[C:28]([OH:38])=[C:29]([S:34](Cl)(=[O:36])=[O:35])[CH:30]=[C:31]([Cl:33])[CH:32]=1.C(N(C(C)C)CC)(C)C. (6) Reactant: [F:1][C:2]1[CH:7]=[CH:6][C:5]([C:8]2[CH:13]=[CH:12][C:11]([CH2:14][NH:15][CH2:16][C:17]3[CH:18]=[C:19]([CH:29]=[CH:30][CH:31]=3)[CH2:20][NH:21][C:22](=[O:28])[O:23][C:24]([CH3:27])([CH3:26])[CH3:25])=[CH:10][CH:9]=2)=[CH:4][CH:3]=1.C(N(CC)CC)C.[Cl:39][C:40]1[C:41]([OH:51])=[C:42]([S:47](Cl)(=[O:49])=[O:48])[CH:43]=[C:44]([Cl:46])[CH:45]=1. Product: [Cl:39][C:40]1[C:41]([OH:51])=[C:42]([S:47]([N:15]([CH2:16][C:17]2[CH:18]=[C:19]([CH:29]=[CH:30][CH:31]=2)[CH2:20][NH:21][C:22](=[O:28])[O:23][C:24]([CH3:25])([CH3:26])[CH3:27])[CH2:14][C:11]2[CH:10]=[CH:9][C:8]([C:5]3[CH:4]=[CH:3][C:2]([F:1])=[CH:7][CH:6]=3)=[CH:13][CH:12]=2)(=[O:49])=[O:48])[CH:43]=[C:44]([Cl:46])[CH:45]=1. The catalyst class is: 4. (7) Reactant: [C:1]1([C:7]2[CH:11]=[C:10]([NH2:12])[NH:9][N:8]=2)[CH:6]=[CH:5][CH:4]=[CH:3][CH:2]=1.CC1(C)[O:21][C:19](=O)[CH2:18][C:16](=O)O1. Product: [C:1]1([C:7]2[NH:8][N:9]=[C:10]3[C:11]=2[CH:16]([C:1]2[CH:6]=[CH:5][CH:4]=[CH:3][CH:2]=2)[CH2:18][C:19](=[O:21])[NH:12]3)[CH:2]=[CH:3][CH:4]=[CH:5][CH:6]=1. The catalyst class is: 14.